From a dataset of Serine/threonine kinase 33 screen with 319,792 compounds. Binary Classification. Given a drug SMILES string, predict its activity (active/inactive) in a high-throughput screening assay against a specified biological target. (1) The compound is FC(F)(F)C1(N(C2CC1C=C2)C(=O)c1ccc(cc1)C)C(F)(F)F. The result is 0 (inactive). (2) The drug is O1c2cc(C(NC(=O)Nc3ccc(OCC)cc3)C)ccc2OC1. The result is 0 (inactive). (3) The compound is S(CC(=O)N1CCOCC1)c1n(c(nn1)CC(=O)Nc1c(cc(cc1)C)C)CC=C. The result is 0 (inactive). (4) The compound is S(c1nc(nc2c1cccc2)COc1ccccc1)CC(OCC)=O. The result is 0 (inactive). (5) The molecule is Fc1cc2c3ncn(CCCN4CCCC4=O)c(=O)c3[nH]c2cc1. The result is 0 (inactive).